Task: Predict the product of the given reaction.. Dataset: Forward reaction prediction with 1.9M reactions from USPTO patents (1976-2016) (1) Given the reactants ON1C2C=CC=CC=2N=N1.C(N(CC)CC)C.Cl.C(N=C=NCCCN(C)C)C.[C:30]([O:34][C:35]([N:37]1[CH2:41][CH2:40][CH2:39][C@H:38]1[C:42]([OH:44])=O)=[O:36])([CH3:33])([CH3:32])[CH3:31].[NH2:45][C@H:46]([C:49]1[CH:54]=[CH:53][CH:52]=[CH:51][CH:50]=1)[CH2:47][OH:48], predict the reaction product. The product is: [C:30]([O:34][C:35]([N:37]1[CH2:41][CH2:40][CH2:39][C@H:38]1[C:42](=[O:44])[NH:45][C@H:46]([C:49]1[CH:54]=[CH:53][CH:52]=[CH:51][CH:50]=1)[CH2:47][OH:48])=[O:36])([CH3:31])([CH3:32])[CH3:33]. (2) Given the reactants [OH:1][CH2:2][C:3]1[CH:4]=[N:5][C:6]2[C:11]([C:12]=1[NH:13][C:14]1[CH:19]=[CH:18][C:17]([N:20]3[CH2:25][CH2:24][N:23]([C:26]([O:28][C:29]([CH3:32])([CH3:31])[CH3:30])=[O:27])[CH2:22][CH2:21]3)=[C:16]([C:33]([F:36])([F:35])[F:34])[CH:15]=1)=[CH:10][C:9]([C:37]1[CH:38]=[N:39][C:40]3[C:45]([CH:46]=1)=[CH:44][CH:43]=[CH:42][CH:41]=3)=[CH:8][CH:7]=2.Cl[C:48](Cl)([O:50]C(=O)OC(Cl)(Cl)Cl)Cl, predict the reaction product. The product is: [O:50]=[C:48]1[N:13]([C:14]2[CH:19]=[CH:18][C:17]([N:20]3[CH2:25][CH2:24][N:23]([C:26]([O:28][C:29]([CH3:31])([CH3:30])[CH3:32])=[O:27])[CH2:22][CH2:21]3)=[C:16]([C:33]([F:36])([F:35])[F:34])[CH:15]=2)[C:12]2[C:11]3[CH:10]=[C:9]([C:37]4[CH:38]=[N:39][C:40]5[C:45]([CH:46]=4)=[CH:44][CH:43]=[CH:42][CH:41]=5)[CH:8]=[CH:7][C:6]=3[N:5]=[CH:4][C:3]=2[CH2:2][O:1]1. (3) Given the reactants [Cl:1][C:2]1[C:3]2[N:4]([C:15](=[O:18])[NH:16][N:17]=2)[CH:5]=[CH:6][C:7]=1[C:8]1[CH:13]=[CH:12][C:11]([CH3:14])=[CH:10][CH:9]=1.Cl[CH2:20][C:21]1[CH:22]=[CH:23][C:24]([C:27]([F:30])([F:29])[F:28])=[N:25][CH:26]=1.C([O-])([O-])=O.[K+].[K+], predict the reaction product. The product is: [Cl:1][C:2]1[C:3]2[N:4]([C:15](=[O:18])[N:16]([CH2:20][C:21]3[CH:26]=[N:25][C:24]([C:27]([F:30])([F:28])[F:29])=[CH:23][CH:22]=3)[N:17]=2)[CH:5]=[CH:6][C:7]=1[C:8]1[CH:9]=[CH:10][C:11]([CH3:14])=[CH:12][CH:13]=1. (4) Given the reactants [F:1][C:2]1[C:7]([F:8])=[C:6]([O:9][CH2:10][CH2:11][N:12]([CH2:14][CH2:15][O:16][CH3:17])[CH3:13])[CH:5]=[CH:4][C:3]=1[CH2:18][N:19]([N:46]([CH3:56])[C:47]1(C(OC)=O)[CH2:51][CH2:50][CH2:49][CH2:48]1)[C:20](=[O:45])[CH2:21][C:22](=[O:44])[NH:23][C:24]1[CH:29]=[CH:28][C:27]([C:30]([F:33])([F:32])[F:31])=[CH:26][C:25]=1[C:34]1[CH:39]=[C:38]([C:40]([F:43])([F:42])[F:41])[N:37]=[CH:36][N:35]=1.[C:57](=[O:60])([O-])[O-].[K+].[K+].Cl, predict the reaction product. The product is: [F:1][C:2]1[C:7]([F:8])=[C:6]([O:9][CH2:10][CH2:11][N:12]([CH2:14][CH2:15][O:16][CH3:17])[CH3:13])[CH:5]=[CH:4][C:3]=1[CH2:18][N:19]1[C:20](=[O:45])[C:21]([C:22]([NH:23][C:24]2[CH:29]=[CH:28][C:27]([C:30]([F:32])([F:33])[F:31])=[CH:26][C:25]=2[C:34]2[CH:39]=[C:38]([C:40]([F:43])([F:42])[F:41])[N:37]=[CH:36][N:35]=2)=[O:44])=[C:57]([OH:60])[C:47]2([CH2:48][CH2:49][CH2:50][CH2:51]2)[N:46]1[CH3:56]. (5) Given the reactants Br[C:2]1[CH:7]=[CH:6][C:5]([C:8]2[C:14]3[CH:15]=[C:16]([O:21][CH3:22])[C:17]([O:19][CH3:20])=[CH:18][C:13]=3[CH2:12][CH:11]([CH3:23])[N:10]([C:24]([NH:26][CH3:27])=[O:25])[N:9]=2)=[CH:4][CH:3]=1.CC(C)([O-])C.[Na+].[CH2:34]1[C:38]2([CH2:43][CH2:42][NH:41][CH2:40][CH2:39]2)[CH2:37][C:36](=[O:44])[NH:35]1, predict the reaction product. The product is: [CH3:20][O:19][C:17]1[C:16]([O:21][CH3:22])=[CH:15][C:14]2[C:8]([C:5]3[CH:6]=[CH:7][C:2]([N:41]4[CH2:40][CH2:39][C:38]5([CH2:34][NH:35][C:36](=[O:44])[CH2:37]5)[CH2:43][CH2:42]4)=[CH:3][CH:4]=3)=[N:9][N:10]([C:24]([NH:26][CH3:27])=[O:25])[CH:11]([CH3:23])[CH2:12][C:13]=2[CH:18]=1. (6) The product is: [C:45]1([NH:51][C:6](=[O:5])[NH:8][C:9]2[CH:14]=[CH:13][C:12]([C:15]3[C:16]4[S:23][CH:22]=[C:21]([C:24]5[CH:29]=[CH:28][C:27]([CH2:30][C:31]([OH:33])=[O:32])=[CH:26][CH:25]=5)[C:17]=4[N:18]=[CH:19][N:20]=3)=[CH:11][CH:10]=2)[CH:50]=[CH:49][CH:48]=[CH:47][CH:46]=1. Given the reactants C([O:5][C:6]([NH:8][C:9]1[CH:14]=[CH:13][C:12]([C:15]2[C:16]3[S:23][CH:22]=[C:21]([C:24]4[CH:29]=[CH:28][C:27]([CH2:30][C:31]([O:33]C)=[O:32])=[CH:26][CH:25]=4)[C:17]=3[N:18]=[CH:19][N:20]=2)=[CH:11][CH:10]=1)=O)(C)(C)C.ClCCl.FC(F)(F)C(O)=O.[C:45]1([N:51]=C=O)[CH:50]=[CH:49][CH:48]=[CH:47][CH:46]=1, predict the reaction product.